From a dataset of NCI-60 drug combinations with 297,098 pairs across 59 cell lines. Regression. Given two drug SMILES strings and cell line genomic features, predict the synergy score measuring deviation from expected non-interaction effect. (1) Drug 2: CS(=O)(=O)OCCCCOS(=O)(=O)C. Drug 1: CC(C1=C(C=CC(=C1Cl)F)Cl)OC2=C(N=CC(=C2)C3=CN(N=C3)C4CCNCC4)N. Synergy scores: CSS=20.8, Synergy_ZIP=-2.58, Synergy_Bliss=0.730, Synergy_Loewe=-10.00, Synergy_HSA=-1.80. Cell line: COLO 205. (2) Drug 1: CN1C(=O)N2C=NC(=C2N=N1)C(=O)N. Drug 2: C1CN(CCN1C(=O)CCBr)C(=O)CCBr. Synergy scores: CSS=23.2, Synergy_ZIP=4.94, Synergy_Bliss=7.59, Synergy_Loewe=2.82, Synergy_HSA=7.45. Cell line: SF-539. (3) Drug 1: CC1C(C(CC(O1)OC2CC(CC3=C2C(=C4C(=C3O)C(=O)C5=C(C4=O)C(=CC=C5)OC)O)(C(=O)C)O)N)O.Cl. Drug 2: C1=CC(=CC=C1C#N)C(C2=CC=C(C=C2)C#N)N3C=NC=N3. Cell line: 786-0. Synergy scores: CSS=27.0, Synergy_ZIP=-4.19, Synergy_Bliss=-3.14, Synergy_Loewe=-6.63, Synergy_HSA=-2.81. (4) Synergy scores: CSS=7.84, Synergy_ZIP=-3.57, Synergy_Bliss=1.35, Synergy_Loewe=-24.2, Synergy_HSA=-6.13. Cell line: DU-145. Drug 2: C1=NC(=NC(=O)N1C2C(C(C(O2)CO)O)O)N. Drug 1: CC1=C(C=C(C=C1)NC(=O)C2=CC=C(C=C2)CN3CCN(CC3)C)NC4=NC=CC(=N4)C5=CN=CC=C5. (5) Drug 1: C1=NC(=NC(=O)N1C2C(C(C(O2)CO)O)O)N. Drug 2: C(=O)(N)NO. Cell line: SK-MEL-2. Synergy scores: CSS=39.9, Synergy_ZIP=5.28, Synergy_Bliss=10.6, Synergy_Loewe=-16.3, Synergy_HSA=7.17. (6) Drug 1: CC(C1=C(C=CC(=C1Cl)F)Cl)OC2=C(N=CC(=C2)C3=CN(N=C3)C4CCNCC4)N. Drug 2: CN(CC1=CN=C2C(=N1)C(=NC(=N2)N)N)C3=CC=C(C=C3)C(=O)NC(CCC(=O)O)C(=O)O. Cell line: NCI/ADR-RES. Synergy scores: CSS=18.6, Synergy_ZIP=-4.78, Synergy_Bliss=1.59, Synergy_Loewe=-8.50, Synergy_HSA=-0.167.